From a dataset of Full USPTO retrosynthesis dataset with 1.9M reactions from patents (1976-2016). Predict the reactants needed to synthesize the given product. (1) Given the product [C:1]([C:3]1[CH:4]=[CH:5][C:6]([CH:9]2[CH2:14][CH2:13][N:12]([C:15]([C:17]3[CH:18]=[CH:19][C:20]([CH3:33])=[C:21]([NH:23][S:24]([CH:27]4[CH2:28][CH2:29][N:30]([S:35]([CH3:34])(=[O:37])=[O:36])[CH2:31][CH2:32]4)(=[O:26])=[O:25])[CH:22]=3)=[O:16])[CH2:11][CH2:10]2)=[CH:7][CH:8]=1)#[N:2], predict the reactants needed to synthesize it. The reactants are: [C:1]([C:3]1[CH:8]=[CH:7][C:6]([CH:9]2[CH2:14][CH2:13][N:12]([C:15]([C:17]3[CH:18]=[CH:19][C:20]([CH3:33])=[C:21]([NH:23][S:24]([CH:27]4[CH2:32][CH2:31][NH:30][CH2:29][CH2:28]4)(=[O:26])=[O:25])[CH:22]=3)=[O:16])[CH2:11][CH2:10]2)=[CH:5][CH:4]=1)#[N:2].[CH3:34][S:35](Cl)(=[O:37])=[O:36]. (2) Given the product [NH2:7][C:8]1[C:9]([F:22])=[C:10]([NH:15][S:16]([CH:19]([CH3:20])[CH3:21])(=[O:18])=[O:17])[CH:11]=[CH:12][C:13]=1[F:14], predict the reactants needed to synthesize it. The reactants are: C(OC(=O)[NH:7][C:8]1[C:13]([F:14])=[CH:12][CH:11]=[C:10]([NH:15][S:16]([CH:19]([CH3:21])[CH3:20])(=[O:18])=[O:17])[C:9]=1[F:22])(C)(C)C.Cl. (3) Given the product [ClH:3].[Cl:3][CH2:16][C:12]1[N:11]([CH2:10][O:9][CH2:8][CH2:7][Si:6]([CH3:19])([CH3:18])[CH3:5])[CH:15]=[CH:14][N:13]=1, predict the reactants needed to synthesize it. The reactants are: S(Cl)([Cl:3])=O.[CH3:5][Si:6]([CH3:19])([CH3:18])[CH2:7][CH2:8][O:9][CH2:10][N:11]1[CH:15]=[CH:14][N:13]=[C:12]1[CH2:16]O. (4) Given the product [Cl:18][C:12]1[CH:13]=[CH:14][CH:15]=[C:16]([Cl:17])[C:11]=1[N:9]1[CH:8]=[C:7]2[C:2]([NH:19][C:20]3[N:25]=[CH:24][N:23]=[C:22]([CH:26]([OH:28])[CH3:27])[CH:21]=3)=[N:3][CH:4]=[CH:5][C:6]2=[N:10]1, predict the reactants needed to synthesize it. The reactants are: Cl[C:2]1[C:7]2=[CH:8][N:9]([C:11]3[C:16]([Cl:17])=[CH:15][CH:14]=[CH:13][C:12]=3[Cl:18])[N:10]=[C:6]2[CH:5]=[CH:4][N:3]=1.[NH2:19][C:20]1[N:25]=[CH:24][N:23]=[C:22]([CH:26]([OH:28])[CH3:27])[CH:21]=1.CC1(C)C2C(=C(P(C3C=CC=CC=3)C3C=CC=CC=3)C=CC=2)OC2C(P(C3C=CC=CC=3)C3C=CC=CC=3)=CC=CC1=2.C(=O)([O-])[O-].[Cs+].[Cs+]. (5) Given the product [F:38][C:39]([F:44])([F:43])[C:40]([OH:42])=[O:41].[Cl:19][C:15]1[C:14]([F:20])=[C:13]([CH:12]2[C:11]([C:23]3[CH:28]=[CH:27][C:26]([Cl:29])=[CH:25][C:24]=3[F:30])([C:21]#[N:22])[CH:10]([CH2:31][C:32]3([CH2:36][CH3:37])[CH2:33][O:34][CH2:35]3)[NH:9][CH:8]2[C:6]([OH:7])=[O:5])[CH:18]=[CH:17][CH:16]=1, predict the reactants needed to synthesize it. The reactants are: C([O:5][C:6]([CH:8]1[CH:12]([C:13]2[CH:18]=[CH:17][CH:16]=[C:15]([Cl:19])[C:14]=2[F:20])[C:11]([C:23]2[CH:28]=[CH:27][C:26]([Cl:29])=[CH:25][C:24]=2[F:30])([C:21]#[N:22])[CH:10]([CH2:31][C:32]2([CH2:36][CH3:37])[CH2:35][O:34][CH2:33]2)[NH:9]1)=[O:7])(C)(C)C.[F:38][C:39]([F:44])([F:43])[C:40]([OH:42])=[O:41].